Task: Predict the reactants needed to synthesize the given product.. Dataset: Retrosynthesis with 50K atom-mapped reactions and 10 reaction types from USPTO (1) Given the product CCC1CCC(c2ccc(-c3ccc[se]3)c(F)c2F)CC1, predict the reactants needed to synthesize it. The reactants are: Brc1ccc[se]1.CCC1CCC(c2ccc(B(O)O)c(F)c2F)CC1. (2) The reactants are: CC(C)NC(N)=S.CCOC(=O)[C@@]12C[C@H]1C=CCCCCC[C@H](NC(=O)OC1CCCC1)C(=O)N1C[C@H](Oc3cc(C(=O)CBr)nc4cc(OC)ccc34)C[C@H]1C(=O)N2. Given the product CCOC(=O)[C@@]12C[C@H]1C=CCCCCC[C@H](NC(=O)OC1CCCC1)C(=O)N1C[C@H](Oc3cc(-c4csc(NC(C)C)n4)nc4cc(OC)ccc34)C[C@H]1C(=O)N2, predict the reactants needed to synthesize it. (3) The reactants are: CC(C)(C)OC(=O)N1CCC(CN[C@@H]2C[C@H]2c2ccccc2)(Cc2ccc(F)cc2)CC1. Given the product Fc1ccc(CC2(CN[C@@H]3C[C@H]3c3ccccc3)CCNCC2)cc1, predict the reactants needed to synthesize it. (4) Given the product Cc1cccc(-n2nc(C)cc2-c2ccnc(N(C)Cc3ccccc3)c2)c1, predict the reactants needed to synthesize it. The reactants are: CNCc1ccccc1.Cc1cccc(-n2nc(C)cc2-c2ccnc(Cl)c2)c1. (5) Given the product CCC1=CC(C)(C)Oc2cc(OC)c(/C(C)=C(/F)CO)cc21, predict the reactants needed to synthesize it. The reactants are: CCOC(=O)/C(F)=C(/C)c1cc2c(cc1OC)OC(C)(C)C=C2CC. (6) Given the product NCc1cccc(C2CC2)c1, predict the reactants needed to synthesize it. The reactants are: N#Cc1cccc(C2CC2)c1. (7) Given the product CC1(C)CC(c2ccccc2NS(C)(=O)=O)Nc2ccc(C#N)cc21, predict the reactants needed to synthesize it. The reactants are: CC1(C)CC(c2ccccc2N)Nc2ccc(C#N)cc21.CS(=O)(=O)Cl. (8) The reactants are: CC(=O)OC(COCCO)c1cccc(Cl)c1.CS(=O)(=O)Cl. Given the product CC(=O)OC(COCCOS(C)(=O)=O)c1cccc(Cl)c1, predict the reactants needed to synthesize it. (9) Given the product COC(=O)[C@H](N)CSc1cnc(N(COCC[Si](C)(C)C)S(=O)(=O)c2cccc(Cl)c2Cl)c(OC)n1, predict the reactants needed to synthesize it. The reactants are: COC(=O)[C@H](N)CS.COc1nc(Cl)cnc1N(COCC[Si](C)(C)C)S(=O)(=O)c1cccc(Cl)c1Cl. (10) Given the product COc1cc(-n2nc(C3=CCN(C(=O)OC(C)(C)C)CC3)c3ncnc(N)c32)ccc1[N+](=O)[O-], predict the reactants needed to synthesize it. The reactants are: CC(C)(C)OC(=O)N1CC=C(B2OC(C)(C)C(C)(C)O2)CC1.COc1cc(-n2nc(I)c3ncnc(N)c32)ccc1[N+](=O)[O-].